This data is from CYP1A2 inhibition data for predicting drug metabolism from PubChem BioAssay. The task is: Regression/Classification. Given a drug SMILES string, predict its absorption, distribution, metabolism, or excretion properties. Task type varies by dataset: regression for continuous measurements (e.g., permeability, clearance, half-life) or binary classification for categorical outcomes (e.g., BBB penetration, CYP inhibition). Dataset: cyp1a2_veith. The compound is C[C@@]12CCC(=O)C=C1C[C@H](O)[C@@H]1[C@@H]2CC[C@]2(C)[C@H]1CC[C@]2(C)O. The result is 0 (non-inhibitor).